Dataset: Full USPTO retrosynthesis dataset with 1.9M reactions from patents (1976-2016). Task: Predict the reactants needed to synthesize the given product. (1) Given the product [NH2:12][CH:13]([CH:17]([CH:19]1[CH2:24][CH2:23][CH2:22][CH2:21][CH2:20]1)[OH:18])[C:14]([OH:16])=[O:15], predict the reactants needed to synthesize it. The reactants are: CO.[OH-].[Na+].C([NH:12][CH:13]([CH:17]([CH:19]1[CH2:24][CH2:23][CH2:22][CH2:21][CH2:20]1)[OH:18])[C:14]([OH:16])=[O:15])C1C=CC=CC=1.[H][H]. (2) Given the product [CH3:21][O:20][C:14]1[CH:13]=[C:12]([C:7]2[CH:8]=[C:9]([CH3:11])[C:10]3[C:2]4[N:1]=[C:25]([CH2:26][CH2:27][CH3:28])[NH:24][C:22](=[O:23])[C:3]=4[S:4][C:5]=3[N:6]=2)[CH:17]=[CH:16][C:15]=1[O:18][CH3:19], predict the reactants needed to synthesize it. The reactants are: [NH2:1][C:2]1[C:10]2[C:5](=[N:6][C:7]([C:12]3[CH:17]=[CH:16][C:15]([O:18][CH3:19])=[C:14]([O:20][CH3:21])[CH:13]=3)=[CH:8][C:9]=2[CH3:11])[S:4][C:3]=1[C:22]([NH2:24])=[O:23].[C:25](O[C:25](=O)[CH2:26][CH2:27][CH3:28])(=O)[CH2:26][CH2:27][CH3:28]. (3) Given the product [CH3:1][S:2][C:3]1[CH:4]=[CH:5][C:6]([CH:9]([C:10]2[NH:33][C:27]([C:22]3[CH:23]=[CH:24][CH:25]=[CH:26][N:21]=3)=[CH:12][CH:11]=2)[CH2:14][CH:15]2[CH2:20][CH2:19][O:18][CH2:17][CH2:16]2)=[CH:7][N:8]=1, predict the reactants needed to synthesize it. The reactants are: [CH3:1][S:2][C:3]1[N:8]=[CH:7][C:6]([CH:9]([CH2:14][CH:15]2[CH2:20][CH2:19][O:18][CH2:17][CH2:16]2)[C:10](=O)[CH:11]=[CH2:12])=[CH:5][CH:4]=1.[N:21]1[CH:26]=[CH:25][CH:24]=[CH:23][C:22]=1[CH:27]=O.C([O-])(=O)C.[NH4+:33].C(=O)([O-])O.[Na+]. (4) The reactants are: [CH:1]([O:4][C:5]1[CH:13]=[CH:12][C:11]([S:14]([CH3:17])(=[O:16])=[O:15])=[CH:10][C:6]=1[C:7]([OH:9])=O)([CH3:3])[CH3:2].[CH2:18]1[C:26]2[C:21](=[CH:22][CH:23]=[CH:24][CH:25]=2)[CH2:20][NH:19]1.CN(C(ON1N=NC2C=CC=CC1=2)=[N+](C)C)C.[B-](F)(F)(F)F.CCN(C(C)C)C(C)C. Given the product [CH2:18]1[C:26]2[C:21](=[CH:22][CH:23]=[CH:24][CH:25]=2)[CH2:20][N:19]1[C:7]([C:6]1[CH:10]=[C:11]([S:14]([CH3:17])(=[O:16])=[O:15])[CH:12]=[CH:13][C:5]=1[O:4][CH:1]([CH3:2])[CH3:3])=[O:9], predict the reactants needed to synthesize it. (5) Given the product [CH3:1][C:2]1[N:3]=[C:4]([C:10]2[CH:15]=[CH:14][CH:13]=[CH:12][CH:11]=2)[O:5][C:6]=1[C:7]([N:35]([CH2:36][C:37]([O:39][CH2:40][CH3:41])=[O:38])[CH2:34][C:29]1[CH:30]=[CH:31][CH:32]=[CH:33][N:28]=1)=[O:9], predict the reactants needed to synthesize it. The reactants are: [CH3:1][C:2]1[N:3]=[C:4]([C:10]2[CH:15]=[CH:14][CH:13]=[CH:12][CH:11]=2)[O:5][C:6]=1[C:7]([OH:9])=O.Cl.CN(C)CCCN=C=NCC.[N:28]1[CH:33]=[CH:32][CH:31]=[CH:30][C:29]=1[CH2:34][NH:35][CH2:36][C:37]([O:39][CH2:40][CH3:41])=[O:38].[Cl-].[NH4+]. (6) Given the product [Cl:2][CH2:3][CH:4]([NH:9][C:29]([C:28]1[C:22]2[N:21]([CH2:32][C:33]3[CH:38]=[CH:37][C:36]([C:39]4[CH:44]=[CH:43][CH:42]=[CH:41][C:40]=4[C:45]4[NH:49][N:48]=[N:47][N:46]=4)=[CH:35][CH:34]=3)[C:20]([O:19][CH2:17][CH3:18])=[N:24][C:23]=2[CH:25]=[CH:26][CH:27]=1)=[O:30])[CH2:5][CH:6]([CH3:8])[CH3:7], predict the reactants needed to synthesize it. The reactants are: Cl.[Cl:2][CH2:3][CH:4]([NH2:9])[CH2:5][CH:6]([CH3:8])[CH3:7].C(N(CC)CC)C.[CH2:17]([O:19][C:20]1[N:21]([CH2:32][C:33]2[CH:38]=[CH:37][C:36]([C:39]3[CH:44]=[CH:43][CH:42]=[CH:41][C:40]=3[C:45]3[NH:49][N:48]=[N:47][N:46]=3)=[CH:35][CH:34]=2)[C:22]2[C:28]([C:29](O)=[O:30])=[CH:27][CH:26]=[CH:25][C:23]=2[N:24]=1)[CH3:18].C1C=CC2N(O)N=NC=2C=1.CCN=C=NCCCN(C)C.Cl. (7) Given the product [Cl:45][C:46]1[CH:47]=[CH:48][CH:49]=[C:50]2[C:55]=1[C:54](=[O:56])[N:53]([CH2:43][CH2:42][C:33]1[CH:34]=[CH:35][C:36]3[C:41](=[CH:40][CH:39]=[CH:38][CH:37]=3)[N:32]=1)[N:52]=[CH:51]2, predict the reactants needed to synthesize it. The reactants are: C1(P(C2C=CC=CC=2)C2C=CC=CC=2)C=CC=CC=1.CCOC(/N=N/C(OCC)=O)=O.[N:32]1[C:41]2[C:36](=[CH:37][CH:38]=[CH:39][CH:40]=2)[CH:35]=[CH:34][C:33]=1[CH2:42][CH2:43]O.[Cl:45][C:46]1[CH:47]=[CH:48][CH:49]=[C:50]2[C:55]=1[C:54](=[O:56])[NH:53][N:52]=[CH:51]2.Cl. (8) Given the product [F:16][C:17]1[CH:18]=[CH:19][C:20]([CH2:23][NH:24][C:9](=[O:10])[O:11][C:12]([CH3:13])([CH3:14])[CH3:15])=[N:21][CH:22]=1, predict the reactants needed to synthesize it. The reactants are: [CH3:13][C:12]([O:11][C:9](O[C:9]([O:11][C:12]([CH3:15])([CH3:14])[CH3:13])=[O:10])=[O:10])([CH3:15])[CH3:14].[F:16][C:17]1[CH:18]=[CH:19][C:20]([CH2:23][NH2:24])=[N:21][CH:22]=1.